This data is from TCR-epitope binding with 47,182 pairs between 192 epitopes and 23,139 TCRs. The task is: Binary Classification. Given a T-cell receptor sequence (or CDR3 region) and an epitope sequence, predict whether binding occurs between them. (1) The epitope is TPINLVRDL. The TCR CDR3 sequence is CASSLYGPEQYF. Result: 0 (the TCR does not bind to the epitope). (2) The epitope is KLNVGDYFV. The TCR CDR3 sequence is CASSQEKGAGGFTGELFF. Result: 1 (the TCR binds to the epitope). (3) The epitope is RPHERNGFTVL. The TCR CDR3 sequence is CASSIGADTQYF. Result: 0 (the TCR does not bind to the epitope). (4) The epitope is ILGLPTQTV. The TCR CDR3 sequence is CASIRSRGATDTQYF. Result: 0 (the TCR does not bind to the epitope). (5) The epitope is LVLSVNPYV. The TCR CDR3 sequence is CASSPNSGRVTGELFF. Result: 0 (the TCR does not bind to the epitope). (6) The epitope is LEPLVDLPI. The TCR CDR3 sequence is CASSMTTAGGDEQFF. Result: 1 (the TCR binds to the epitope). (7) The epitope is ELAGIGILTV. The TCR CDR3 sequence is CASSLSMVILESGALGAFF. Result: 1 (the TCR binds to the epitope). (8) Result: 1 (the TCR binds to the epitope). The TCR CDR3 sequence is CASRDGLGELFF. The epitope is PROT_97E67BCC.